This data is from Retrosynthesis with 50K atom-mapped reactions and 10 reaction types from USPTO. The task is: Predict the reactants needed to synthesize the given product. (1) Given the product CC(C)(C)OC(=O)Cc1cnc(N)c(F)c1, predict the reactants needed to synthesize it. The reactants are: CC(C)(C)OC(=O)C[Zn+].Nc1ncc(Br)cc1F. (2) Given the product Cc1cc(C(=O)Nc2cccc(Cl)c2)c(NC(=O)OC(C)(C)C)s1, predict the reactants needed to synthesize it. The reactants are: Cc1cc(C(=O)O)c(NC(=O)OC(C)(C)C)s1.Nc1cccc(Cl)c1. (3) The reactants are: Cc1nc2c(OCc3c(F)cccc3F)cccn2c1C(=O)O.NC1(CO)CCC1. Given the product Cc1nc2c(OCc3c(F)cccc3F)cccn2c1C(=O)NC1(CO)CCC1, predict the reactants needed to synthesize it. (4) The reactants are: C1CNCCN1.Cc1cc(-c2nc(-c3ccc(C(C)(C)C)cc3)no2)nn1Cc1ccnc(Cl)c1. Given the product Cc1cc(-c2nc(-c3ccc(C(C)(C)C)cc3)no2)nn1Cc1ccnc(N2CCNCC2)c1, predict the reactants needed to synthesize it. (5) Given the product CCOP(=O)(Cc1coc(C(C)(C)C)n1)OCC, predict the reactants needed to synthesize it. The reactants are: CC(C)(C)c1nc(CCl)co1.CCOP(OCC)OCC.